This data is from Forward reaction prediction with 1.9M reactions from USPTO patents (1976-2016). The task is: Predict the product of the given reaction. (1) Given the reactants [Cl:1][C:2]1[C:3]([OH:11])=[C:4]([CH:7]=[C:8]([F:10])[CH:9]=1)[C:5]#[N:6].C(=O)([O-])[O-].[K+].[K+].Cl[CH2:19][C:20]#[N:21], predict the reaction product. The product is: [Cl:1][C:2]1[C:3]([O:11][CH2:19][C:20]#[N:21])=[C:4]([CH:7]=[C:8]([F:10])[CH:9]=1)[C:5]#[N:6]. (2) Given the reactants [Cl:1][C:2]1[CH:3]=[C:4](/[C:12](=[N:16]\[O:17][CH:18]2[CH2:22][CH2:21][CH2:20][CH2:19]2)/[C:13]([OH:15])=O)[CH:5]=[CH:6][C:7]=1[S:8]([CH3:11])(=[O:10])=[O:9].[CH3:23][C:24]1[S:28][C:27]([NH2:29])=[N:26][CH:25]=1.C(N(CC)C(C)C)(C)C, predict the reaction product. The product is: [Cl:1][C:2]1[CH:3]=[C:4](/[C:12](=[N:16]\[O:17][CH:18]2[CH2:22][CH2:21][CH2:20][CH2:19]2)/[C:13]([NH:29][C:27]2[S:28][C:24]([CH3:23])=[CH:25][N:26]=2)=[O:15])[CH:5]=[CH:6][C:7]=1[S:8]([CH3:11])(=[O:9])=[O:10]. (3) Given the reactants [Cl:1][CH2:2][C:3]1[CH:8]=[CH:7][C:6]([C:9]2[CH:14]=[CH:13][CH:12]=[CH:11][CH:10]=2)=[C:5]([O:15][CH3:16])[CH:4]=1.[F:17]C1C=CC(C2C=CC(CO)=CC=2OC)=CC=1, predict the reaction product. The product is: [Cl:1][CH2:2][C:3]1[CH:8]=[CH:7][C:6]([C:9]2[CH:14]=[CH:13][C:12]([F:17])=[CH:11][CH:10]=2)=[C:5]([O:15][CH3:16])[CH:4]=1.